This data is from Experimentally validated miRNA-target interactions with 360,000+ pairs, plus equal number of negative samples. The task is: Binary Classification. Given a miRNA mature sequence and a target amino acid sequence, predict their likelihood of interaction. (1) The miRNA is hsa-miR-4505 with sequence AGGCUGGGCUGGGACGGA. The protein sequence of the target gene is MDVSLCPAKCSFWRIFLLGSVWLDYVGSVLACPANCVCSKTEINCRRPDDGNLFPLLEGQDSGNSNGNASINITDISRNITSIHIENWRGLHTLNAVDMELYTGLQKLTIKNSGLRNIQPRAFAKNPHLRYINLSSNRLTTLSWQLFQTLSLRELRLEQNFFNCSCDIRWMQLWQEQGEARLDSQSLYCISADGSQLPLFRMNISQCDLPEISVSHVNLTVREGDNAVITCNGSGSPLPDVDWIVTGLQSINTHQTNLNWTNVHAINLTLVNVTSEDNGFTLTCIAENVVGMSNASVALT.... Result: 0 (no interaction). (2) The miRNA is mmu-miR-878-3p with sequence GCAUGACACCACACUGGGUAGA. The protein sequence of the target gene is MPDPAKSAPAPKKGSKKAVTKAQKKDGKKRKRSRKESYSVYVYKVLKQVHPDTGISSKAMGIMNSFVNDIFERIAGEASRLAHYNKRSTITSREIQTAVRLLLPGELAKHAVSEGTKAVTKYTSSK. Result: 0 (no interaction). (3) The miRNA is mmu-miR-328-3p with sequence CUGGCCCUCUCUGCCCUUCCGU. The protein sequence of the target gene is MSHEKSFLVSGDSYPPQNIVGPQAPMPPYVQAPYPGAPYPQAPFQPSPYGQPGYPHGPSPYPQGGYPQGPYPQGGYPQGPYPQSPFPPNPYGQPPPFQDPGSPQHGNYQEEGPPSYYDNQDFPAVNWDKNIRQAFIRKVFLVLTLQLSVTLSTVAIFTFVGEVKGFVRENVWTYYVSYAIFFISLIVLSCCGDFRRKHPWNLVALSILTVSLSYMVGMIASFYNTEAVIMAVGITTAVCFTVVIFSMQTRYDFTSCMGVLLVSVVVLFIFAILCIFIRNRILEIVYASLGALLFTCFLAV.... Result: 0 (no interaction). (4) The miRNA is mmu-miR-698-3p with sequence CAUUCUCGUUUCCUUCCCU. The protein sequence of the target gene is MANLFIRKMVNPLLYLSRHTVKPRALSTFLFGSIRGAAPVAVEPGAAVRSLLSPGLLPHLLPALGFKNKTVLKKRCKDCYLVKRRGRWYVYCKTHPRHKQRQM. Result: 0 (no interaction). (5) The miRNA is hsa-miR-548aq-3p with sequence CAAAAACUGCAAUUACUUUUGC. The protein sequence of the target gene is MGCCYSSENEDSDQDREERKLLLDPSSPPTKALNGAEPNYHSLPSARTDEQALLSSILAKTASNIIDVSAADSQGMEQHEYMDRARQYSTRLAVLSSSLTHWKKLPPLPSLTSQPHQVLASEPIPFSDLQQVSRIAAYAYSALSQIRVDAKEELVVQFGIP. Result: 1 (interaction). (6) The miRNA is hsa-miR-512-5p with sequence CACUCAGCCUUGAGGGCACUUUC. The protein sequence of the target gene is MLCYVTRPDAVLMEVEVEAKANGEDCLNQVCRRLGIIEVDYFGLQFTGSKGESLWLNLRNRISQQMDGLAPYRLKLRVKFFVEPHLILQEQTRHIFFLHIKEALLAGHLLCSPEQAVELSALLAQTKFGDYNQNTAKYNYEELCAKELSSATLNSIVAKHKELEGTSQASAEYQVLQIVSAMENYGIEWHSVRDSEGQKLLIGVGPEGISICKDDFSPINRIAYPVVQMATQSGKNVYLTVTKESGNSIVLLFKMISTRAASGLYRAITETHAFYRCDTVTSAVMMQYSRDLKGHLASLF.... Result: 1 (interaction). (7) The miRNA is hsa-miR-193b-3p with sequence AACUGGCCCUCAAAGUCCCGCU. The protein sequence of the target gene is MARAAPLLAALTALLAAAAAGGDAPPGKIAVVGAGIGGSAVAHFLQQHFGPRVQIDVYEKGTVGGRLATISVNKQHYESGAASFHSLSLHMQDFVKLLGLRHRREVVGRSAIFGGEHFMLEETDWYLLNLFRLWWHYGISFLRLQMWVEEVMEKFMRIYKYQAHGYAFSGVEELLYSLGESTFVNMTQHSVAESLLQVGVTQRFIDDVVSAVLRASYGQSAAMPAFAGAMSLAGAQGSLWSVEGGNKLVCSGLLKLTKANVIHATVTSVTLHSTEGKALYQVAYENEVGNSSDFYDIVVI.... Result: 1 (interaction).